Dataset: Full USPTO retrosynthesis dataset with 1.9M reactions from patents (1976-2016). Task: Predict the reactants needed to synthesize the given product. Given the product [S:29]([O:8][CH2:9][C@H:10]1[O:15][CH2:14][CH2:13][N:12]([C:16]([O:18][C:19]([CH3:22])([CH3:21])[CH3:20])=[O:17])[CH2:11]1)([C:26]1[CH:27]=[CH:28][C:23]([CH3:33])=[CH:24][CH:25]=1)(=[O:31])=[O:30], predict the reactants needed to synthesize it. The reactants are: C(N(CC)CC)C.[OH:8][CH2:9][C@H:10]1[O:15][CH2:14][CH2:13][N:12]([C:16]([O:18][C:19]([CH3:22])([CH3:21])[CH3:20])=[O:17])[CH2:11]1.[C:23]1([CH3:33])[CH:28]=[CH:27][C:26]([S:29](Cl)(=[O:31])=[O:30])=[CH:25][CH:24]=1.